Dataset: Forward reaction prediction with 1.9M reactions from USPTO patents (1976-2016). Task: Predict the product of the given reaction. (1) The product is: [C:45]([O:44][C:42]([NH:49][CH2:50][CH2:51][NH:52][C:14]([CH2:13][C:6]1[C:5]2[C:10](=[CH:11][C:2]([OH:1])=[CH:3][CH:4]=2)[O:9][C:8](=[O:12])[CH:7]=1)=[O:16])=[O:43])([CH3:48])([CH3:47])[CH3:46]. Given the reactants [OH:1][C:2]1[CH:11]=[C:10]2[C:5]([C:6]([CH2:13][C:14]([OH:16])=O)=[CH:7][C:8](=[O:12])[O:9]2)=[CH:4][CH:3]=1.C1(N=C=NC2CCCCC2)CCCCC1.OC1C2N=NNC=2C=CC=1.[C:42]([NH:49][CH2:50][CH2:51][NH2:52])([O:44][C:45]([CH3:48])([CH3:47])[CH3:46])=[O:43], predict the reaction product. (2) The product is: [CH3:21][C@@:15]12[C@@H:19]([OH:20])[CH2:18][CH2:17][C@H:16]1[C@@H:11]1[CH2:10][CH2:9][C:8]3[C@@:2]([CH3:1])([C@H:12]1[CH2:13][CH2:14]2)[CH2:3][CH2:4][C:5](=[O:6])[CH:7]=3. Given the reactants [CH3:1][C@@:2]12[C@H:12]3[CH2:13][CH2:14][C@:15]4([CH3:21])[C@@H:19]([OH:20])[CH2:18][CH2:17][C@H:16]4[C@@H:11]3[CH2:10][CH2:9][C@H:8]1[CH2:7][C:5](=[O:6])[CH2:4][CH2:3]2.CCCCCCCCCCC(O[C@@H]1[C@@]2(C)CC[C@@H]3[C@]4(C)C(=CC(CC4)=O)CC[C@H]3[C@@H]2CC1)=O, predict the reaction product.